This data is from hERG Central: cardiac toxicity at 1µM, 10µM, and general inhibition. The task is: Predict hERG channel inhibition at various concentrations. (1) The molecule is CCOC(=O)C1(CCOc2ccccc2)CCN(Cc2ccc(CO)o2)CC1. Results: hERG_inhib (hERG inhibition (general)): blocker. (2) The compound is CCN(CC)S(=O)(=O)c1ccc(OC)c(NC(=O)c2cccc([N+](=O)[O-])c2C)c1. Results: hERG_inhib (hERG inhibition (general)): blocker.